From a dataset of Full USPTO retrosynthesis dataset with 1.9M reactions from patents (1976-2016). Predict the reactants needed to synthesize the given product. (1) Given the product [Br:16][C:17]1[CH:18]=[CH:19][C:20]([CH2:23][N:11]([CH2:12][CH:13]([CH3:15])[CH3:14])[S:8]([C:3]2[CH:4]=[CH:5][CH:6]=[CH:7][C:2]=2[Cl:1])(=[O:9])=[O:10])=[N:21][CH:22]=1, predict the reactants needed to synthesize it. The reactants are: [Cl:1][C:2]1[CH:7]=[CH:6][CH:5]=[CH:4][C:3]=1[S:8]([NH:11][CH2:12][CH:13]([CH3:15])[CH3:14])(=[O:10])=[O:9].[Br:16][C:17]1[CH:18]=[CH:19][C:20]([CH2:23]O)=[N:21][CH:22]=1.C1(P(C2C=CC=CC=2)C2C=CC=CC=2)C=CC=CC=1.N(C(OCC)=O)=NC(OCC)=O. (2) Given the product [Cl:13][C:5]1[CH:6]=[C:7]([N+:10]([O-:12])=[O:11])[CH:8]=[CH:9][C:4]=1[CH2:3][CH2:2][NH:19][CH2:18][C:17]1[CH:20]=[CH:21][CH:22]=[C:15]([Cl:14])[CH:16]=1, predict the reactants needed to synthesize it. The reactants are: Br[CH2:2][CH2:3][C:4]1[CH:9]=[CH:8][C:7]([N+:10]([O-:12])=[O:11])=[CH:6][C:5]=1[Cl:13].[Cl:14][C:15]1[CH:16]=[C:17]([CH:20]=[CH:21][CH:22]=1)[CH2:18][NH2:19].O. (3) The reactants are: [CH3:1][O:2][C:3]1[CH:4]=[C:5]([CH:11]=[CH:12][C:13]([OH:15])=O)[CH:6]=[CH:7][C:8]=1[O:9][CH3:10].O[NH:17][C:18](=[NH:28])[CH2:19][CH2:20][CH2:21][CH2:22][CH2:23][CH2:24][CH2:25][CH2:26][CH3:27]. Given the product [CH3:1][O:2][C:3]1[CH:4]=[C:5]([CH:11]=[CH:12][C:13]2[O:15][N:28]=[C:18]([CH2:19][CH2:20][CH2:21][CH2:22][CH2:23][CH2:24][CH2:25][CH2:26][CH3:27])[N:17]=2)[CH:6]=[CH:7][C:8]=1[O:9][CH3:10], predict the reactants needed to synthesize it. (4) Given the product [OH:22][CH2:21][C:14]1[C:15]([S:17]([CH3:20])(=[O:19])=[O:18])=[CH:16][C:10]2[N:6]3[CH2:7][CH2:8][N:9]([C:24]4[N:29]=[C:28]([C:30]([F:32])([F:33])[F:31])[C:27]([C:34]([O:36][CH2:37][CH3:38])=[O:35])=[CH:26][N:25]=4)[C@H:4]([CH:1]([CH3:3])[CH3:2])[C:5]3=[N:12][C:11]=2[CH:13]=1, predict the reactants needed to synthesize it. The reactants are: [CH:1]([C@H:4]1[NH:9][CH2:8][CH2:7][N:6]2[C:10]3[CH:16]=[C:15]([S:17]([CH3:20])(=[O:19])=[O:18])[C:14]([CH2:21][OH:22])=[CH:13][C:11]=3[N:12]=[C:5]12)([CH3:3])[CH3:2].Cl[C:24]1[N:29]=[C:28]([C:30]([F:33])([F:32])[F:31])[C:27]([C:34]([O:36][CH2:37][CH3:38])=[O:35])=[CH:26][N:25]=1.CCN(C(C)C)C(C)C. (5) The reactants are: [C:1]([O:5][C:6]([NH:8][C:9]1[S:10][CH:11]=[C:12]([CH2:14][C:15]([OH:17])=O)[N:13]=1)=[O:7])([CH3:4])([CH3:3])[CH3:2].[CH3:18][N:19]1[CH2:24][CH2:23][CH:22]([N:25]2[CH2:30][CH2:29][NH:28][CH2:27][CH2:26]2)[CH2:21][CH2:20]1. Given the product [C:1]([O:5][C:6](=[O:7])[NH:8][C:9]1[S:10][CH:11]=[C:12]([CH2:14][C:15]([N:28]2[CH2:27][CH2:26][N:25]([CH:22]3[CH2:23][CH2:24][N:19]([CH3:18])[CH2:20][CH2:21]3)[CH2:30][CH2:29]2)=[O:17])[N:13]=1)([CH3:2])([CH3:3])[CH3:4], predict the reactants needed to synthesize it. (6) Given the product [F:7]/[C:8](/[C:21]1[CH:25]=[C:24]([CH3:26])[N:23]([CH2:28][C:29]2[CH:30]=[C:31]([CH:36]=[CH:37][CH:38]=2)[C:32]([O:34][CH3:35])=[O:33])[N:22]=1)=[CH:9]\[C:10]1[CH:11]=[CH:12][C:13]([O:16][C:17]([F:20])([F:19])[F:18])=[CH:14][CH:15]=1, predict the reactants needed to synthesize it. The reactants are: CC(C)([O-])C.[K+].[F:7]/[C:8](/[C:21]1[CH:25]=[C:24]([CH3:26])[NH:23][N:22]=1)=[CH:9]\[C:10]1[CH:15]=[CH:14][C:13]([O:16][C:17]([F:20])([F:19])[F:18])=[CH:12][CH:11]=1.Br[CH2:28][C:29]1[CH:30]=[C:31]([CH:36]=[CH:37][CH:38]=1)[C:32]([O:34][CH3:35])=[O:33]. (7) Given the product [CH:1]([Na:22])=[CH:2][C:3]1[CH:8]=[CH:7][CH:6]=[CH:5][CH:4]=1.[CH:9]1[C:14]([I:15])=[C:13]([I:16])[C:12]([C:17]([OH:19])=[O:18])=[CH:11][C:10]=1[I:20], predict the reactants needed to synthesize it. The reactants are: [CH2:1]=[CH:2][C:3]1[CH:8]=[CH:7][CH:6]=[CH:5][CH:4]=1.[CH:9]1[C:14]([I:15])=[C:13]([I:16])[C:12]([C:17]([OH:19])=[O:18])=[CH:11][C:10]=1[I:20].[H-].[Na+:22]. (8) Given the product [CH:1]1([CH2:4][C:5]2[C:6]([C:11]3[CH:16]=[CH:15][N:14]=[C:13]([NH:17][C:18]4[CH:23]=[CH:22][N:21]=[CH:20][CH:19]=4)[N:12]=3)=[CH:7][N:32]=[C:30]([NH:29][C@@H:27]([CH3:28])[CH2:26][OH:25])[N:31]=2)[CH2:3][CH2:2]1, predict the reactants needed to synthesize it. The reactants are: [CH:1]1([CH2:4][C:5](=O)/[C:6](/[C:11]2[CH:16]=[CH:15][N:14]=[C:13]([NH:17][C:18]3[CH:23]=[CH:22][N:21]=[CH:20][CH:19]=3)[N:12]=2)=[CH:7]\N(C)C)[CH2:3][CH2:2]1.[OH:25][CH2:26][C@@H:27]([NH:29][C:30]([NH2:32])=[NH:31])[CH3:28].C(=O)([O-])[O-].[K+].[K+].